Dataset: Reaction yield outcomes from USPTO patents with 853,638 reactions. Task: Predict the reaction yield, written as a fraction of the theoretical maximum amount of product (1.0 means a 100% yield; for example, 0.34 means a 34% yield). (1) The reactants are [H-].[Na+].[CH3:3][C:4]1[CH:5]=[C:6]([N:38]([CH3:42])[C:39](Cl)=[O:40])[CH:7]=[C:8]([CH3:37])[C:9]=1/[CH:10]=[CH:11]/[S:12]([N:15]1[CH2:36][CH2:35][C:18]2([N:22]=[C:21]([C:23]3[CH:28]=[CH:27][CH:26]=[C:25]([O:29][C:30]([F:33])([F:32])[F:31])[CH:24]=3)[NH:20][C:19]2=[O:34])[CH2:17][CH2:16]1)(=[O:14])=[O:13].[C:43]([Si:47]([CH3:53])([CH3:52])[O:48][CH2:49][CH2:50][OH:51])([CH3:46])([CH3:45])[CH3:44]. The catalyst is O1CCCC1. The product is [C:43]([Si:47]([CH3:53])([CH3:52])[O:48][CH2:49][CH2:50][O:51][C:39](=[O:40])[N:38]([C:6]1[CH:5]=[C:4]([CH3:3])[C:9](/[CH:10]=[CH:11]/[S:12]([N:15]2[CH2:36][CH2:35][C:18]3([N:22]=[C:21]([C:23]4[CH:28]=[CH:27][CH:26]=[C:25]([O:29][C:30]([F:31])([F:33])[F:32])[CH:24]=4)[NH:20][C:19]3=[O:34])[CH2:17][CH2:16]2)(=[O:13])=[O:14])=[C:8]([CH3:37])[CH:7]=1)[CH3:42])([CH3:46])([CH3:45])[CH3:44]. The yield is 0.780. (2) The reactants are [C:1]([NH:8][C@H:9]([C:11]([OH:13])=O)[CH3:10])([O:3][C:4]([CH3:7])([CH3:6])[CH3:5])=[O:2].C(OC(OC(OC(C)(C)C)=O)=O)(C)(C)C.C(=O)(O)[O-].[NH4+].[N:34]1C=CC=CC=1. The catalyst is C(#N)C.O. The product is [C:4]([O:3][C:1](=[O:2])[NH:8][CH:9]([C:11](=[O:13])[NH2:34])[CH3:10])([CH3:7])([CH3:6])[CH3:5]. The yield is 0.550. (3) The reactants are [CH3:1][C:2]1[S:6][C:5]([NH:7][C:8](=[O:18])[C:9]2[CH:14]=[CH:13][C:12]([N+:15]([O-])=O)=[CH:11][CH:10]=2)=[N:4][N:3]=1.O. The catalyst is CCO.Cl.[Fe]. The product is [NH2:15][C:12]1[CH:13]=[CH:14][C:9]([C:8]([NH:7][C:5]2[S:6][C:2]([CH3:1])=[N:3][N:4]=2)=[O:18])=[CH:10][CH:11]=1. The yield is 0.896. (4) The reactants are [F:1][C:2]([F:13])([F:12])[C:3]([N:5]1[CH2:10][CH2:9][CH2:8][CH:7]([OH:11])[CH2:6]1)=[O:4].[F:14][C:15]1[CH:29]=[CH:28][C:18]([O:19][C:20]2[CH:27]=[CH:26][C:23]([CH2:24]Cl)=[CH:22][CH:21]=2)=[CH:17][CH:16]=1. No catalyst specified. The product is [F:13][C:2]([F:1])([F:12])[C:3]([N:5]1[CH2:10][CH2:9][CH2:8][CH:7]([O:11][CH2:24][C:23]2[CH:26]=[CH:27][C:20]([O:19][C:18]3[CH:28]=[CH:29][C:15]([F:14])=[CH:16][CH:17]=3)=[CH:21][CH:22]=2)[CH2:6]1)=[O:4]. The yield is 0.550.